Task: Predict the product of the given reaction.. Dataset: Forward reaction prediction with 1.9M reactions from USPTO patents (1976-2016) (1) Given the reactants CN1[C@H]2[C@@H](C(OC)=O)[C@@H](OC(C3C=CC=CC=3)=O)C[C@@H]1CC2.CNCCCN1C2C=CC=CC=2CCC2C=CC=CC1=2.[CH2:43]1[CH:48]2[CH2:49][C:50]3([NH2:53])C[CH:46]([CH2:47]2)[CH2:45][CH:44]1[CH2:51]3.CC(C[C@@H]1N2C([C@@](NC([C@@H]3C=C4[C@@H](CC5C6C4=CC=CC=6NC=5Br)N(C)C3)=O)(C(C)C)O[C@@]2(O)[C@H]2N(CCC2)C1=O)=O)C, predict the reaction product. The product is: [NH2:53][CH:50]([CH2:49][C:48]1[CH:43]=[CH:44][CH:45]=[CH:46][CH:47]=1)[CH3:51]. (2) Given the reactants [C:1]([C-:4]1[CH:8]=[CH:7][CH:6]=[CH:5]1)(=O)[CH3:2].[CH2:9]([C-:11]1[CH:15]=[CH:14][CH:13]=[CH:12]1)[CH3:10].[Fe+2:16].[Li+].CC([N-]C(C)C)C.P(Cl)(OCC)(OCC)=O, predict the reaction product. The product is: [CH2:1]([C-:4]1[CH:8]=[CH:7][CH:6]=[CH:5]1)[CH3:2].[C:9]([C-:11]1[CH:15]=[CH:14][CH:13]=[CH:12]1)#[CH:10].[Fe+2:16]. (3) Given the reactants [N+:1]([C:4]1[CH:17]=[CH:16][C:7]([O:8][C:9]([CH3:15])([CH3:14])[C:10]([O:12]C)=[O:11])=[CH:6][CH:5]=1)([O-:3])=[O:2].O.[OH-].[Na+].Cl, predict the reaction product. The product is: [N+:1]([C:4]1[CH:5]=[CH:6][C:7]([O:8][C:9]([CH3:15])([CH3:14])[C:10]([OH:12])=[O:11])=[CH:16][CH:17]=1)([O-:3])=[O:2]. (4) The product is: [C:9]1([CH:50]([CH:47]2[CH2:48][CH2:49][N:44]([C:42]([O:41][CH2:34][C:35]3[CH:40]=[CH:39][CH:38]=[CH:37][CH:36]=3)=[O:43])[CH2:45][CH2:46]2)[CH2:51][C:52]([N:54]2[C@H:58]([C:59]3[CH:60]=[CH:61][CH:62]=[CH:63][CH:64]=3)[C@H:57]([CH3:65])[N:56]([CH3:66])[C:55]2=[O:67])=[O:53])[CH:14]=[CH:13][CH:12]=[CH:11][CH:10]=1. Given the reactants CN(C)CCN(C)C.[C:9]1([Mg]Br)[CH:14]=[CH:13][CH:12]=[CH:11][CH:10]=1.[O-]S(C(F)(F)F)(=O)=O.C([B+]CCCC)CCC.[CH2:34]([O:41][C:42]([N:44]1[CH2:49][CH2:48][CH:47]([CH:50]=[CH:51][C:52]([N:54]2[C@H:58]([C:59]3[CH:64]=[CH:63][CH:62]=[CH:61][CH:60]=3)[C@H:57]([CH3:65])[N:56]([CH3:66])[C:55]2=[O:67])=[O:53])[CH2:46][CH2:45]1)=[O:43])[C:35]1[CH:40]=[CH:39][CH:38]=[CH:37][CH:36]=1, predict the reaction product. (5) Given the reactants C([O:3][C:4](=[O:34])[CH2:5][N:6]1[C:14]2[C:9](=[CH:10][CH:11]=[C:12]([CH2:15][C:16](=[O:33])[N:17]([CH3:32])[CH2:18][C:19]#[C:20][C:21]3[CH:26]=[CH:25][C:24]([O:27][C:28]([F:31])([F:30])[F:29])=[CH:23][CH:22]=3)[CH:13]=2)[CH:8]=[CH:7]1)C.[Li+].[OH-], predict the reaction product. The product is: [CH3:32][N:17]([CH2:18][C:19]#[C:20][C:21]1[CH:22]=[CH:23][C:24]([O:27][C:28]([F:31])([F:29])[F:30])=[CH:25][CH:26]=1)[C:16]([CH2:15][C:12]1[CH:13]=[C:14]2[C:9]([CH:8]=[CH:7][N:6]2[CH2:5][C:4]([OH:34])=[O:3])=[CH:10][CH:11]=1)=[O:33]. (6) Given the reactants [CH3:1][O:2][C:3]1[CH:4]=[C:5]([CH:10]=[C:11]([O:15][CH3:16])[C:12]=1[O:13][CH3:14])[C:6]([O:8][CH3:9])=[O:7].[N+:17]([O-])([OH:19])=[O:18], predict the reaction product. The product is: [N+:17]([C:10]1[C:11]([O:15][CH3:16])=[C:12]([O:13][CH3:14])[C:3]([O:2][CH3:1])=[CH:4][C:5]=1[C:6]([O:8][CH3:9])=[O:7])([O-:19])=[O:18].